This data is from Reaction yield outcomes from USPTO patents with 853,638 reactions. The task is: Predict the reaction yield, written as a fraction of the theoretical maximum amount of product (1.0 means a 100% yield; for example, 0.34 means a 34% yield). (1) The reactants are [F:1][C:2]1[C:18]([F:19])=[CH:17][CH:16]=[CH:15][C:3]=1[CH2:4][O:5][C@@H:6]([C@@H:11]([CH3:14])[CH2:12][CH3:13])[C:7](OC)=[O:8]. The catalyst is C(Cl)Cl. The product is [F:1][C:2]1[C:18]([F:19])=[CH:17][CH:16]=[CH:15][C:3]=1[CH2:4][O:5][C@@H:6]([C@@H:11]([CH3:14])[CH2:12][CH3:13])[CH:7]=[O:8]. The yield is 0.850. (2) The reactants are [CH:1]1[C:13]2[N:12]([C:14]3[CH:19]=[CH:18][CH:17]=[C:16]([CH2:20][N:21]([CH3:26])[CH2:22][CH2:23][NH:24][CH3:25])[C:15]=3[OH:27])[C:11]3[C:6](=[CH:7][CH:8]=[CH:9][CH:10]=3)[C:5]=2[CH:4]=[CH:3][CH:2]=1.Br[CH2:29][C:30]1[CH:35]=[C:34]([Br:36])[CH:33]=[C:32]([Br:37])[C:31]=1[OH:38].C(N(CC)CC)C. The catalyst is C1COCC1. The product is [CH:1]1[C:13]2[N:12]([C:14]3[C:15]([OH:27])=[C:16]([CH:17]=[CH:18][CH:19]=3)[CH2:20][N:21]([CH3:26])[CH2:22][CH2:23][N:24]([CH2:29][C:30]3[CH:35]=[C:34]([Br:36])[CH:33]=[C:32]([Br:37])[C:31]=3[OH:38])[CH3:25])[C:11]3[C:6](=[CH:7][CH:8]=[CH:9][CH:10]=3)[C:5]=2[CH:4]=[CH:3][CH:2]=1. The yield is 0.570. (3) The reactants are [CH2:1]([N:8]1[CH2:15][CH:14]([OH:16])[CH2:13][N:12]([S:17]([C:20]2[CH:25]=[CH:24][CH:23]=[CH:22][CH:21]=2)(=[O:19])=[O:18])[CH2:11][CH:10](O)[CH2:9]1)[C:2]1[CH:7]=[CH:6][CH:5]=[CH:4][CH:3]=1.O.S(=O)(=O)(O)O.N. The product is [CH2:1]([N:8]1[CH2:9][CH:10]2[O:16][CH:14]([CH2:13][N:12]([S:17]([C:20]3[CH:21]=[CH:22][CH:23]=[CH:24][CH:25]=3)(=[O:18])=[O:19])[CH2:11]2)[CH2:15]1)[C:2]1[CH:3]=[CH:4][CH:5]=[CH:6][CH:7]=1. The yield is 0.0900. The catalyst is ClC1C=CC=CC=1.CCO. (4) The reactants are [C:1]([C:3]1[CH:8]=[CH:7][C:6]([C:9]2[CH:10]=[C:11]3[N:24]([CH2:25][CH:26]4[C@@H:31]5[C@H:27]4[CH2:28][N:29](C(OC(C)(C)C)=O)[CH2:30]5)[N:23]=[CH:22][C:12]3=[N:13][C:14]=2[C:15]2[CH:20]=[CH:19][C:18]([CH3:21])=[CH:17][CH:16]=2)=[CH:5][CH:4]=1)#[N:2].Cl. The catalyst is C(Cl)Cl.O1CCOCC1. The product is [C@@H:27]12[CH:26]([CH2:25][N:24]3[C:11]4[C:12](=[N:13][C:14]([C:15]5[CH:16]=[CH:17][C:18]([CH3:21])=[CH:19][CH:20]=5)=[C:9]([C:6]5[CH:7]=[CH:8][C:3]([C:1]#[N:2])=[CH:4][CH:5]=5)[CH:10]=4)[CH:22]=[N:23]3)[C@@H:31]1[CH2:30][NH:29][CH2:28]2. The yield is 0.720. (5) The reactants are Cl[C:2]1[CH:7]=[CH:6][C:5]([N+:8]([O-:10])=[O:9])=[CH:4][C:3]=1[F:11].[CH3:12][Si:13](N[Si:13]([CH3:15])([CH3:14])[CH3:12])([CH3:15])[CH3:14].C(OCC)(=O)C. The catalyst is C1(C)C(C)=CC=CC=1.C1C=CC([P]([Pd]([P](C2C=CC=CC=2)(C2C=CC=CC=2)C2C=CC=CC=2)([P](C2C=CC=CC=2)(C2C=CC=CC=2)C2C=CC=CC=2)[P](C2C=CC=CC=2)(C2C=CC=CC=2)C2C=CC=CC=2)(C2C=CC=CC=2)C2C=CC=CC=2)=CC=1. The product is [F:11][C:3]1[CH:4]=[C:5]([N+:8]([O-:10])=[O:9])[CH:6]=[CH:7][C:2]=1[Si:13]([CH3:15])([CH3:14])[CH3:12]. The yield is 1.01. (6) The reactants are [Cl:1][C:2]1[CH:3]=[C:4]([S:11]([N:14]=[CH:15][N:16]([CH3:18])[CH3:17])(=[O:13])=[O:12])[CH:5]=[C:6]([F:10])[C:7]=1[CH2:8]O.C1C=CC(P(C2C=CC=CC=2)C2C=CC=CC=2)=CC=1.C(Br)(Br)(Br)[Br:39]. The catalyst is C(Cl)Cl. The product is [Br:39][CH2:8][C:7]1[C:6]([F:10])=[CH:5][C:4]([S:11]([N:14]=[CH:15][N:16]([CH3:18])[CH3:17])(=[O:13])=[O:12])=[CH:3][C:2]=1[Cl:1]. The yield is 0.920. (7) The reactants are F[C:2]1[CH:9]=[CH:8][C:5]([CH:6]=[O:7])=[CH:4][CH:3]=1.[N:10]1([C:17](=[O:19])[CH3:18])[CH2:16][CH2:15][CH2:14][NH:13][CH2:12][CH2:11]1.C([O-])([O-])=O.[K+].[K+]. The catalyst is CN(C=O)C.O. The product is [C:17]([N:10]1[CH2:16][CH2:15][CH2:14][N:13]([C:2]2[CH:9]=[CH:8][C:5]([CH:6]=[O:7])=[CH:4][CH:3]=2)[CH2:12][CH2:11]1)(=[O:19])[CH3:18]. The yield is 0.700. (8) The reactants are [C:1]([O-:4])([O-])=O.[K+].[K+].O[CH2:8][C:9]([C:11]1[CH:16]=[CH:15][CH:14]=[CH:13][CH:12]=1)=[O:10].BrC[CH:19]1[CH2:23][CH2:22][CH2:21][O:20]1. The yield is 0.340. The product is [O:20]1[CH2:21][CH2:22][CH2:23][CH:19]1[CH2:1][O:4][C:16]1[CH:15]=[CH:14][CH:13]=[CH:12][C:11]=1[C:9](=[O:10])[CH3:8]. The catalyst is CN(C=O)C.O. (9) The reactants are [NH2:1][C:2]1[N:7]=[C:6](O)[CH:5]=[C:4]([NH:9][CH3:10])[N:3]=1.Cl[CH2:12]C=O.[C:15](=[O:18])([O-])[O-].[K+].[K+]. The catalyst is CO. The product is [NH2:1][C:2]1[NH:7][C:15](=[O:18])[C:5]2[CH:6]=[CH:12][N:9]([CH3:10])[C:4]=2[N:3]=1. The yield is 0.410.